From a dataset of CYP2C19 inhibition data for predicting drug metabolism from PubChem BioAssay. Regression/Classification. Given a drug SMILES string, predict its absorption, distribution, metabolism, or excretion properties. Task type varies by dataset: regression for continuous measurements (e.g., permeability, clearance, half-life) or binary classification for categorical outcomes (e.g., BBB penetration, CYP inhibition). Dataset: cyp2c19_veith. (1) The drug is O=C(C1CCN(S(=O)(=O)N2CCOCC2)CC1)N1CCN(c2ccccc2)CC1. The result is 1 (inhibitor). (2) The drug is C[C@@H](C(=O)Nc1ccc2ccccc2c1)[C@H]1C[C@]1(C)[C@H](NS(=O)(=O)c1ccc2ccccc2c1)c1ccccc1. The result is 1 (inhibitor). (3) The molecule is Cc1cc(C)cc(N(C(=O)c2csnn2)C(C(=O)NC(C)(C)C)c2cccs2)c1. The result is 1 (inhibitor). (4) The molecule is CC(C)(C)NS(=O)(=O)c1ccc(NC(=O)C(Sc2ccccc2)c2ccccc2)cc1. The result is 1 (inhibitor). (5) The drug is NCCSC(c1ccccc1)c1ccccc1. The result is 1 (inhibitor).